From a dataset of Full USPTO retrosynthesis dataset with 1.9M reactions from patents (1976-2016). Predict the reactants needed to synthesize the given product. (1) Given the product [CH2:24]([O:23][C:21]1[CH:20]=[C:15]([CH:14]=[C:13]([O:12][C:11]2[CH:31]=[CH:32][C:8]([C:6]3[O:7][C:1]([CH3:2])=[N:4][N:5]=3)=[CH:9][CH:10]=2)[CH:22]=1)[C:16]([O:18][CH3:19])=[O:17])[C:25]1[CH:30]=[CH:29][CH:28]=[CH:27][CH:26]=1, predict the reactants needed to synthesize it. The reactants are: [C:1]([NH:4][NH:5][C:6]([C:8]1[CH:32]=[CH:31][C:11]([O:12][C:13]2[CH:14]=[C:15]([CH:20]=[C:21]([O:23][CH2:24][C:25]3[CH:30]=[CH:29][CH:28]=[CH:27][CH:26]=3)[CH:22]=2)[C:16]([O:18][CH3:19])=[O:17])=[CH:10][CH:9]=1)=[O:7])(=O)[CH3:2].[Cl-]. (2) Given the product [C:13]1([C:16]2[CH:26]=[CH:24][CH:29]=[CH:27][CH:31]=2)[CH:12]=[CH:11][C:10]([CH:2]([Br:1])[CH:3]=[O:7])=[CH:15][CH:14]=1, predict the reactants needed to synthesize it. The reactants are: [Br:1][CH:2]([C:10]1[CH:15]=[CH:14][C:13]([C:16](F)(F)F)=[CH:12][CH:11]=1)[CH:3]([O:7]CC)OCC.CC(O[C:24]([CH3:26])=O)=O.[C:27](Cl)([CH3:29])=O.[CH:31](Cl)(Cl)Cl. (3) Given the product [CH3:1][N:2]([C:4]1[CH:9]=[CH:8][CH:7]=[CH:6][CH:5]=1)[N:3]=[CH:14][C:16]1[C:25]2[C:20](=[CH:21][CH:22]=[CH:23][CH:24]=2)[N:19]=[CH:18][CH:17]=1, predict the reactants needed to synthesize it. The reactants are: [CH3:1][N:2]([C:4]1[CH:9]=[CH:8][CH:7]=[CH:6][CH:5]=1)[NH2:3].C(O)(=O)C.[CH:14]([C:16]1[C:25]2[C:20](=[CH:21][CH:22]=[CH:23][CH:24]=2)[N:19]=[CH:18][CH:17]=1)=O. (4) Given the product [N:1]1([C:6]2[CH:11]=[CH:10][C:9]([O:12][C:15](=[O:16])[N:14]([CH3:13])[C:18]3[CH:23]=[CH:22][CH:21]=[CH:20][CH:19]=3)=[CH:8][CH:7]=2)[CH:2]=[CH:3][CH:4]=[CH:5]1, predict the reactants needed to synthesize it. The reactants are: [N:1]1([C:6]2[CH:11]=[CH:10][C:9]([OH:12])=[CH:8][CH:7]=2)[CH:5]=[CH:4][CH:3]=[CH:2]1.[CH3:13][N:14]([C:18]1[CH:23]=[CH:22][CH:21]=[CH:20][CH:19]=1)[C:15](Cl)=[O:16]. (5) Given the product [C:1]([NH:9][C:10]1[CH:22]=[C:21]([C:23]2[CH:24]=[CH:25][C:26]([OH:29])=[CH:27][CH:28]=2)[CH:20]=[CH:19][C:11]=1[C:12]([OH:14])=[O:13])(=[O:8])[C:2]1[CH:3]=[CH:4][CH:5]=[CH:6][CH:7]=1, predict the reactants needed to synthesize it. The reactants are: [C:1]([NH:9][C:10]1[CH:22]=[C:21]([C:23]2[CH:28]=[CH:27][C:26]([OH:29])=[CH:25][CH:24]=2)[CH:20]=[CH:19][C:11]=1[C:12]([O:14]C(C)(C)C)=[O:13])(=[O:8])[C:2]1[CH:7]=[CH:6][CH:5]=[CH:4][CH:3]=1. (6) Given the product [F:19][C:20]1[CH:21]=[C:22]([CH2:27][C:28]([CH3:31])([OH:30])[CH3:29])[CH:23]=[C:24]([F:26])[C:25]=1[B:5]1[O:6][C:7]([CH3:12])([CH3:13])[C:8]([CH3:10])([CH3:11])[O:9]1, predict the reactants needed to synthesize it. The reactants are: C(O[B:5]1[O:9][C:8]([CH3:11])([CH3:10])[C:7]([CH3:13])([CH3:12])[O:6]1)(C)C.C([Li])CCC.[F:19][C:20]1[CH:21]=[C:22]([CH2:27][C:28]([CH3:31])([OH:30])[CH3:29])[CH:23]=[C:24]([F:26])[CH:25]=1.